From a dataset of NCI-60 drug combinations with 297,098 pairs across 59 cell lines. Regression. Given two drug SMILES strings and cell line genomic features, predict the synergy score measuring deviation from expected non-interaction effect. (1) Drug 1: CC12CCC3C(C1CCC2=O)CC(=C)C4=CC(=O)C=CC34C. Drug 2: C1CN(P(=O)(OC1)NCCCl)CCCl. Cell line: SNB-19. Synergy scores: CSS=27.7, Synergy_ZIP=-0.0337, Synergy_Bliss=0.946, Synergy_Loewe=-14.5, Synergy_HSA=0.732. (2) Drug 1: CNC(=O)C1=CC=CC=C1SC2=CC3=C(C=C2)C(=NN3)C=CC4=CC=CC=N4. Drug 2: CCN(CC)CCCC(C)NC1=C2C=C(C=CC2=NC3=C1C=CC(=C3)Cl)OC. Cell line: PC-3. Synergy scores: CSS=19.4, Synergy_ZIP=12.8, Synergy_Bliss=11.3, Synergy_Loewe=9.06, Synergy_HSA=9.16.